Dataset: Catalyst prediction with 721,799 reactions and 888 catalyst types from USPTO. Task: Predict which catalyst facilitates the given reaction. Reactant: [F:1][C:2]([F:32])([F:31])[CH:3]([O:8][C:9]([N:11]1[CH2:16][CH2:15][N:14]([CH2:17][C:18]2[CH:23]=[CH:22][C:21]([Cl:24])=[CH:20][C:19]=2[N:25]2[CH2:29][CH2:28][C@@H:27]([NH2:30])[CH2:26]2)[CH2:13][CH2:12]1)=[O:10])[C:4]([F:7])([F:6])[F:5].CCN(C(C)C)C(C)C.[C:42](Cl)(=[O:44])[CH3:43]. Product: [C:42]([NH:30][C@@H:27]1[CH2:28][CH2:29][N:25]([C:19]2[CH:20]=[C:21]([Cl:24])[CH:22]=[CH:23][C:18]=2[CH2:17][N:14]2[CH2:15][CH2:16][N:11]([C:9]([O:8][CH:3]([C:4]([F:7])([F:6])[F:5])[C:2]([F:1])([F:31])[F:32])=[O:10])[CH2:12][CH2:13]2)[CH2:26]1)(=[O:44])[CH3:43]. The catalyst class is: 2.